From a dataset of Reaction yield outcomes from USPTO patents with 853,638 reactions. Predict the reaction yield, written as a fraction of the theoretical maximum amount of product (1.0 means a 100% yield; for example, 0.34 means a 34% yield). (1) The reactants are [F:1][C:2]1[CH:23]=[C:22]([N+:24]([O-])=O)[CH:21]=[CH:20][C:3]=1[O:4][C:5]1[CH:10]=[CH:9][N:8]=[C:7]2[CH:11]=[C:12]([C:14]3[N:18]([CH3:19])[CH:17]=[N:16][CH:15]=3)[S:13][C:6]=12.[BH4-].[Na+].[NH4+].[OH-]. The catalyst is CO.C1COCC1.Cl. The product is [F:1][C:2]1[CH:23]=[C:22]([NH2:24])[CH:21]=[CH:20][C:3]=1[O:4][C:5]1[CH:10]=[CH:9][N:8]=[C:7]2[CH:11]=[C:12]([C:14]3[N:18]([CH3:19])[CH:17]=[N:16][CH:15]=3)[S:13][C:6]=12. The yield is 0.520. (2) The reactants are [CH2:1]([OH:3])[CH3:2].[NH:4]1[CH:8]=[CH:7][C:6]([C:9](O)=[O:10])=[CH:5]1.C1(N=C=NC2CCCCC2)CCCCC1. The catalyst is CN(C)C1C=CN=CC=1.O1CCCC1. The product is [CH2:1]([O:3][C:9]([C:6]1[CH:7]=[CH:8][NH:4][CH:5]=1)=[O:10])[CH3:2]. The yield is 0.810. (3) The reactants are [OH:1][CH2:2][C:3]1[CH:4]=[C:5]([CH:10]=[CH:11][C:12]=1[O:13][CH:14]([CH3:16])[CH3:15])[C:6]([O:8]C)=[O:7].[OH-].[Na+]. The catalyst is O1CCOCC1. The product is [OH:1][CH2:2][C:3]1[CH:4]=[C:5]([CH:10]=[CH:11][C:12]=1[O:13][CH:14]([CH3:16])[CH3:15])[C:6]([OH:8])=[O:7]. The yield is 0.890.